From a dataset of Forward reaction prediction with 1.9M reactions from USPTO patents (1976-2016). Predict the product of the given reaction. (1) Given the reactants [ClH:1].[CH3:2][C:3]1([CH3:12])[CH2:8][O:7][CH2:6][CH2:5][N:4]1[CH2:9][C:10]#[CH:11].C=O.[F:15][C:16]([F:45])([F:44])[C:17]1[CH:18]=[C:19]([CH:37]=[C:38]([C:40]([F:43])([F:42])[F:41])[CH:39]=1)[C:20]([N:22]1[CH2:27][CH2:26][NH:25][CH2:24][C@H:23]1[CH2:28][C:29]1[CH:34]=[CH:33][C:32]([CH3:35])=[C:31]([CH3:36])[CH:30]=1)=[O:21].[I-].[K+].[C:48](=O)([O-])O.[Na+], predict the reaction product. The product is: [ClH:1].[ClH:1].[F:45][C:16]([F:15])([F:44])[C:17]1[CH:18]=[C:19]([CH:37]=[C:38]([C:40]([F:41])([F:42])[F:43])[CH:39]=1)[C:20]([N:22]1[CH2:27][CH2:26][N:25]([CH2:48][C:11]#[C:10][CH2:9][N:4]2[CH2:5][CH2:6][O:7][CH2:8][C:3]2([CH3:12])[CH3:2])[CH2:24][C@H:23]1[CH2:28][C:29]1[CH:34]=[CH:33][C:32]([CH3:35])=[C:31]([CH3:36])[CH:30]=1)=[O:21]. (2) The product is: [CH3:25][O:26][C:27](=[O:36])[C:28]1[CH:33]=[CH:32][C:31]([O:22][CH:15]([C:12]2[CH:13]=[N:14][C:9]([C:6]3[CH:5]=[CH:4][C:3]([C:2]([F:23])([F:1])[F:24])=[CH:8][CH:7]=3)=[CH:10][CH:11]=2)[CH2:16][CH2:17][CH2:18][CH2:19][CH2:20][CH3:21])=[C:30]([F:35])[CH:29]=1. Given the reactants [F:1][C:2]([F:24])([F:23])[C:3]1[CH:8]=[CH:7][C:6]([C:9]2[N:14]=[CH:13][C:12]([CH:15]([OH:22])[CH2:16][CH2:17][CH2:18][CH2:19][CH2:20][CH3:21])=[CH:11][CH:10]=2)=[CH:5][CH:4]=1.[CH3:25][O:26][C:27](=[O:36])[C:28]1[CH:33]=[CH:32][C:31](O)=[C:30]([F:35])[CH:29]=1.C(P(CCCC)CCCC)CCC.C(OCC)(=O)C, predict the reaction product. (3) Given the reactants Cl[C:2]1[CH:9]=[CH:8][C:5]([CH:6]=[O:7])=[CH:4][C:3]=1[N+:10]([O-:12])=[O:11].[C:13](=[O:16])([O-])[O-:14].[Na+].[Na+].[Cl-].[CH:20]1[CH:25]=[C:24](S([O-])(=O)=O)[CH:23]=[C:22](P([C:20]2[CH:25]=[CH:24][CH:23]=[C:22](S([O-])(=O)=O)[CH:21]=2)[C:20]2[CH:25]=[CH:24][CH:23]=[C:22](S([O-])(=O)=O)[CH:21]=2)[CH:21]=1.[Na+].[Na+].[Na+].Cl, predict the reaction product. The product is: [CH:6]([C:5]1[CH:4]=[C:3]([N+:10]([O-:12])=[O:11])[C:2]([C:20]2[CH:25]=[CH:24][C:23]([C:13]([OH:14])=[O:16])=[CH:22][CH:21]=2)=[CH:9][CH:8]=1)=[O:7]. (4) Given the reactants [Cl:1][C:2]1[CH:7]=[CH:6][N:5]=[C:4]([N:8]2[CH2:20][CH2:19][C:18]3[N:17]4[C:12]([CH2:13][CH2:14][CH2:15][CH2:16]4)=[CH:11][C:10]=3[C:9]2=[O:21])[C:3]=1[CH2:22][OH:23].C(N(CC)CC)C.[C:31](Cl)(=[O:33])[CH3:32], predict the reaction product. The product is: [C:31]([O:23][CH2:22][C:3]1[C:4]([N:8]2[CH2:20][CH2:19][C:18]3[N:17]4[C:12]([CH2:13][CH2:14][CH2:15][CH2:16]4)=[CH:11][C:10]=3[C:9]2=[O:21])=[N:5][CH:6]=[CH:7][C:2]=1[Cl:1])(=[O:33])[CH3:32]. (5) Given the reactants C(Cl)(=O)C(Cl)=O.CS(C)=O.[CH:11]1([CH2:16][CH2:17][CH2:18][OH:19])[CH2:15][CH2:14][CH2:13][CH2:12]1.C(N(CC)CC)C, predict the reaction product. The product is: [CH:11]1([CH2:16][CH2:17][CH:18]=[O:19])[CH2:15][CH2:14][CH2:13][CH2:12]1.